From a dataset of Forward reaction prediction with 1.9M reactions from USPTO patents (1976-2016). Predict the product of the given reaction. (1) Given the reactants Cl.[NH2:2][C:3]1[CH:8]=[CH:7][CH:6]=[C:5]([C:9]2[CH:14]=[CH:13][CH:12]=[C:11]([C:15]3[NH:19][N:18]=[N:17][N:16]=3)[CH:10]=2)[C:4]=1[OH:20].[N:21]([O-])=O.[Na+].[CH3:25][C:26]1([CH3:42])[C:34]2[C:29](=[CH:30][CH:31]=[C:32]([N:35]3[C:39](=[O:40])[CH2:38][C:37]([CH3:41])=[N:36]3)[CH:33]=2)[CH2:28][CH2:27]1.C(=O)(O)[O-].[Na+], predict the reaction product. The product is: [CH3:25][C:26]1([CH3:42])[C:34]2[C:29](=[CH:30][CH:31]=[C:32]([N:35]3[C:39](=[O:40])[C:38](=[N:21][NH:2][C:3]4[C:4]([OH:20])=[C:5]([C:9]5[CH:14]=[CH:13][CH:12]=[C:11]([C:15]6[NH:19][N:18]=[N:17][N:16]=6)[CH:10]=5)[CH:6]=[CH:7][CH:8]=4)[C:37]([CH3:41])=[N:36]3)[CH:33]=2)[CH2:28][CH2:27]1. (2) Given the reactants [C:1]([C:4]1[CH:10]=[CH:9][C:7]([NH2:8])=[CH:6][CH:5]=1)(=[O:3])[CH3:2].C(N(CC)CC)C.[Cl-].ClC1N(C)CC[NH+]1C.[CH3:27][O:28][C:29]1[C:30](=[O:57])[C:31]([CH3:56])=[C:32]([CH2:38][C:39]2[CH:40]=[CH:41][C:42]([O:48][CH2:49][C:50]3[CH:51]=[N:52][CH:53]=[CH:54][CH:55]=3)=[C:43]([CH:47]=2)[C:44](O)=[O:45])[C:33](=[O:37])[C:34]=1[O:35][CH3:36], predict the reaction product. The product is: [CH3:27][O:28][C:29]1[C:30](=[O:57])[C:31]([CH3:56])=[C:32]([CH2:38][C:39]2[CH:40]=[CH:41][C:42]([O:48][CH2:49][C:50]3[CH:51]=[N:52][CH:53]=[CH:54][CH:55]=3)=[C:43]([CH:47]=2)[C:44]([NH:8][C:7]2[CH:9]=[CH:10][C:4]([C:1](=[O:3])[CH3:2])=[CH:5][CH:6]=2)=[O:45])[C:33](=[O:37])[C:34]=1[O:35][CH3:36].